From a dataset of TCR-epitope binding with 47,182 pairs between 192 epitopes and 23,139 TCRs. Binary Classification. Given a T-cell receptor sequence (or CDR3 region) and an epitope sequence, predict whether binding occurs between them. Result: 1 (the TCR binds to the epitope). The epitope is ALSKGVHFV. The TCR CDR3 sequence is CASSQGGTDEQYF.